Task: Binary Classification. Given a drug SMILES string, predict its activity (active/inactive) in a high-throughput screening assay against a specified biological target.. Dataset: M1 muscarinic receptor antagonist screen with 61,756 compounds (1) The molecule is S(c1n(CCC)c(c2ccc(F)cc2)cn1)CC(O)=O. The result is 0 (inactive). (2) The molecule is O=C1N(C(=O)CC1n1nc(cc1C)C)c1ccc(OCC)cc1. The result is 0 (inactive). (3) The drug is O=C(NCc1nc2n(c1)cccc2C)CC1CCCC1. The result is 0 (inactive). (4) The drug is S(=O)(=O)(Nc1cc(OC)ccc1)c1c(cc(cc1C)C)C. The result is 0 (inactive).